Dataset: hERG Central: cardiac toxicity at 1µM, 10µM, and general inhibition. Task: Predict hERG channel inhibition at various concentrations. (1) The molecule is CCCCN1CCc2c(c3ccccc3n2Cc2ccccc2)C1. Results: hERG_inhib (hERG inhibition (general)): blocker. (2) The molecule is COc1ccc(Cl)cc1NC(=O)CN(C)C(=O)c1cn(-c2ccccc2)nc1-c1cccnc1. Results: hERG_inhib (hERG inhibition (general)): blocker. (3) The drug is CCOCCCn1c(=N)c(C(=O)NCc2ccc3c(c2)OCO3)cc2c(=O)n3cccc(C)c3nc21. Results: hERG_inhib (hERG inhibition (general)): blocker. (4) The drug is CCOC(=O)c1nnn2c1nc(N1CCN(c3ccccc3)CC1)c1ccccc12. Results: hERG_inhib (hERG inhibition (general)): blocker.